Task: Predict the reactants needed to synthesize the given product.. Dataset: Full USPTO retrosynthesis dataset with 1.9M reactions from patents (1976-2016) (1) Given the product [Br:1][C:2]1[CH:3]=[CH:4][C:5]([NH:9][N+:15]([O-:17])=[O:16])=[N:6][C:7]=1[Br:8], predict the reactants needed to synthesize it. The reactants are: [Br:1][C:2]1[CH:3]=[CH:4][C:5]([NH2:9])=[N:6][C:7]=1[Br:8].S(=O)(=O)(O)O.[N+:15]([O-])([OH:17])=[O:16].N. (2) Given the product [CH3:1][O:2][C:3]([C:5]1[S:6][C:7]([C:11]2[CH:16]=[CH:15][CH:14]=[CH:13][CH:12]=2)=[CH:8][C:9]=1[NH:10][CH:17]([CH3:19])[CH3:18])=[O:4], predict the reactants needed to synthesize it. The reactants are: [CH3:1][O:2][C:3]([C:5]1[S:6][C:7]([C:11]2[CH:16]=[CH:15][CH:14]=[CH:13][CH:12]=2)=[CH:8][C:9]=1[NH2:10])=[O:4].[CH:17](I)([CH3:19])[CH3:18].[H-].[Na+]. (3) Given the product [CH3:28][N:29]([CH:31]=[C:11]1[CH2:10][C@@H:9]2[C@H:4]([CH2:5][C@H:6]([NH:15][C:16](=[O:22])[N:17]([CH2:18][CH3:19])[CH2:20][CH3:21])[CH2:7][N:8]2[CH2:12][CH2:13][CH3:14])[CH2:3][C:2]1=[O:1])[CH3:30], predict the reactants needed to synthesize it. The reactants are: [O:1]=[C:2]1[CH2:11][CH2:10][C@@H:9]2[C@H:4]([CH2:5][C@H:6]([NH:15][C:16](=[O:22])[N:17]([CH2:20][CH3:21])[CH2:18][CH3:19])[CH2:7][N:8]2[CH2:12][CH2:13][CH3:14])[CH2:3]1.C(O[CH:28](N(C)C)[N:29]([CH3:31])[CH3:30])(C)(C)C. (4) Given the product [Br:1][C:2]1[CH:3]=[N:4][N:5]([CH2:10][C:11]([NH:27][CH2:26][C:23]2[CH:24]=[CH:25][N:20]=[CH:21][CH:22]=2)=[O:13])[C:6](=[O:9])[C:7]=1[Br:8], predict the reactants needed to synthesize it. The reactants are: [Br:1][C:2]1[CH:3]=[N:4][N:5]([CH2:10][C:11]([OH:13])=O)[C:6](=[O:9])[C:7]=1[Br:8].C(Cl)(=O)C(Cl)=O.[N:20]1[CH:25]=[CH:24][C:23]([CH2:26][NH2:27])=[CH:22][CH:21]=1.C(N(CC)CC)C. (5) Given the product [NH3:8].[NH2:27][C:28]1[C:29]([C:36]([NH:38][C:39]([NH:25][CH2:24][CH2:23][CH2:22][CH2:21][CH2:20][N:17]2[CH2:18][CH2:19][N:14]([CH2:13][CH2:12][CH2:11][CH2:10][CH2:9][NH:8][C:39]([NH2:42])=[N:38][C:3]([C:2]3[C:28]([NH2:27])=[N:33][C:32]([NH2:34])=[C:31]([Cl:35])[N:30]=3)=[O:5])[CH2:15][CH2:16]2)=[NH:42])=[O:37])=[N:30][C:31]([Cl:35])=[C:32]([NH2:34])[N:33]=1, predict the reactants needed to synthesize it. The reactants are: F[C:2](F)(F)[C:3]([OH:5])=O.[NH2:8][CH2:9][CH2:10][CH2:11][CH2:12][CH2:13][N:14]1[CH2:19][CH2:18][N:17]([CH2:20][CH2:21][CH2:22][CH2:23][CH2:24][NH2:25])[CH2:16][CH2:15]1.I.[NH2:27][C:28]1[C:29]([C:36]([NH:38][C:39](=[NH:42])SC)=[O:37])=[N:30][C:31]([Cl:35])=[C:32]([NH2:34])[N:33]=1. (6) Given the product [CH3:14][NH:15][C:16]([C:18]1[CH:23]=[C:22]([O:24][C:25]2[CH:30]=[CH:29][C:28]([NH:31][C:12]([NH:11][C:1]34[CH2:10][CH:5]5[CH2:6][CH:7]([CH2:9][CH:3]([CH2:4]5)[CH2:2]3)[CH2:8]4)=[O:13])=[CH:27][CH:26]=2)[CH:21]=[CH:20][N:19]=1)=[O:17], predict the reactants needed to synthesize it. The reactants are: [C:1]12([N:11]=[C:12]=[O:13])[CH2:10][CH:5]3[CH2:6][CH:7]([CH2:9][CH:3]([CH2:4]3)[CH2:2]1)[CH2:8]2.[CH3:14][NH:15][C:16]([C:18]1[CH:23]=[C:22]([O:24][C:25]2[CH:30]=[CH:29][C:28]([NH2:31])=[CH:27][CH:26]=2)[CH:21]=[CH:20][N:19]=1)=[O:17].ClC1C=CC(NC(=O)N[C@H]2CC[C@H](OC3C=CC(C(O)=O)=CC=3)CC2)=CC=1C(F)(F)F. (7) Given the product [Cl:1][C:2]1[CH:3]=[C:4]2[C:8](=[CH:9][CH:10]=1)[NH:7][C:6](=[O:11])[C:5]2=[N:12][N:13]=[CH:14][C:15]1[NH:19][C:18]([CH3:20])=[C:17]([C:21]([NH:23][CH2:24][CH2:25][CH2:26][CH2:27][CH2:28][C:29]([NH:51][C:50]2[CH:49]=[CH:48][CH:47]=[CH:46][C:54]=2[NH2:53])=[O:30])=[O:22])[C:16]=1[CH3:32], predict the reactants needed to synthesize it. The reactants are: [Cl:1][C:2]1[CH:3]=[C:4]2[C:8](=[CH:9][CH:10]=1)[NH:7][C:6](=[O:11])[C:5]2=[N:12][N:13]=[CH:14][C:15]1[NH:19][C:18]([CH3:20])=[C:17]([C:21]([NH:23][CH2:24][CH2:25][CH2:26][CH2:27][CH2:28][C:29](O)=[O:30])=[O:22])[C:16]=1[CH3:32].Cl.C(N=C=NCCCN(C)C)C.O[C:46]1[C:54]2[N:53]=N[NH:51][C:50]=2[CH:49]=[CH:48][CH:47]=1.C(N(CC)CC)C.C1(N)C=CC=CC=1N. (8) Given the product [CH3:1][O:2][C:3](=[O:26])[CH2:4][C:5]1[CH:6]=[C:7]([C:12]2[CH:17]=[CH:16][C:15]([C:18]([F:19])([F:20])[F:21])=[CH:14][C:13]=2[CH2:22][N:23]([CH2:24][CH3:25])[C:35]([NH:34][CH2:27][C:28]2[CH:33]=[CH:32][CH:31]=[CH:30][CH:29]=2)=[O:36])[CH:8]=[C:9]([F:11])[CH:10]=1, predict the reactants needed to synthesize it. The reactants are: [CH3:1][O:2][C:3](=[O:26])[CH2:4][C:5]1[CH:6]=[C:7]([C:12]2[CH:17]=[CH:16][C:15]([C:18]([F:21])([F:20])[F:19])=[CH:14][C:13]=2[CH2:22][NH:23][CH2:24][CH3:25])[CH:8]=[C:9]([F:11])[CH:10]=1.[CH2:27]([N:34]=[C:35]=[O:36])[C:28]1[CH:33]=[CH:32][CH:31]=[CH:30][CH:29]=1. (9) Given the product [C:12]([O:11][C:9]([N:20]1[CH2:21][CH2:22][C:17]([OH:16])([C:23]2[CH:24]=[CH:25][CH:26]=[CH:27][CH:28]=2)[CH2:18][CH2:19]1)=[O:10])([CH3:13])([CH3:14])[CH3:15], predict the reactants needed to synthesize it. The reactants are: [C:9](O[C:9]([O:11][C:12]([CH3:15])([CH3:14])[CH3:13])=[O:10])([O:11][C:12]([CH3:15])([CH3:14])[CH3:13])=[O:10].[OH:16][C:17]1([C:23]2[CH:28]=[CH:27][CH:26]=[CH:25][CH:24]=2)[CH2:22][CH2:21][NH:20][CH2:19][CH2:18]1.